This data is from Full USPTO retrosynthesis dataset with 1.9M reactions from patents (1976-2016). The task is: Predict the reactants needed to synthesize the given product. (1) Given the product [P:1]([O:13][CH2:28][Cl:29])([O:3][C:4]([CH3:6])([CH3:7])[CH3:5])([O:8][C:9]([CH3:12])([CH3:11])[CH3:10])=[O:2], predict the reactants needed to synthesize it. The reactants are: [P:1]([OH:13])([O:8][C:9]([CH3:12])([CH3:11])[CH3:10])([O:3][C:4]([CH3:7])([CH3:6])[CH3:5])=[O:2].C(=O)(O)[O-].[Na+].S([O-])(O)(=O)=O.S(Cl)(O[CH2:28][Cl:29])(=O)=O. (2) Given the product [Cl:1][C:2]1[CH:7]=[CH:6][C:5]([CH:8]2[C:9]3[C:10](=[N:33][N:32]([CH:29]4[CH2:31][CH2:30]4)[C:24]=3[CH2:25][CH3:26])[C:11](=[O:22])[N:12]2[C:13]2[CH:18]=[C:17]([CH3:19])[C:16](=[O:20])[N:15]([CH3:21])[CH:14]=2)=[CH:4][CH:3]=1, predict the reactants needed to synthesize it. The reactants are: [Cl:1][C:2]1[CH:7]=[CH:6][C:5]([CH:8]2[N:12]([C:13]3[CH:18]=[C:17]([CH3:19])[C:16](=[O:20])[N:15]([CH3:21])[CH:14]=3)[C:11](=[O:22])[C:10](=O)[CH:9]2[C:24](=O)[CH2:25][CH3:26])=[CH:4][CH:3]=1.Cl.[CH:29]1([NH:32][NH2:33])[CH2:31][CH2:30]1.C(N(CC)CC)C.S(=O)(=O)(O)N. (3) Given the product [CH3:23][N:21]([CH3:22])[C:19]([C:18]([NH:17][C:14]([C:12]1[CH:11]=[CH:10][CH:9]=[C:8]([C:4]2[CH:5]=[CH:6][CH:7]=[C:2]([Cl:1])[CH:3]=2)[N:13]=1)=[O:16])([CH2:24][CH3:25])[CH2:26][CH3:27])=[O:20], predict the reactants needed to synthesize it. The reactants are: [Cl:1][C:2]1[CH:3]=[C:4]([C:8]2[N:13]=[C:12]([C:14]([OH:16])=O)[CH:11]=[CH:10][CH:9]=2)[CH:5]=[CH:6][CH:7]=1.[NH2:17][C:18]([CH2:26][CH3:27])([CH2:24][CH3:25])[C:19]([N:21]([CH3:23])[CH3:22])=[O:20]. (4) Given the product [C:65]([O:77][CH2:76][C:73]1[CH:74]=[CH:75][S:71][CH:72]=1)(=[O:66])[CH3:64].[S:71]1[CH:75]=[CH:74][C:73]([CH2:76][OH:77])=[CH:72]1, predict the reactants needed to synthesize it. The reactants are: C(C1C=CSC=1C1SC=CC=1C1SC=CC=1C1SC=CC=1CCCCCCCCCCCC)CCCCCCCCCCC.BrC(CCCCCCCCCC)CC1SC=CC=1.C1C(=O)N(Br)[C:65](=[O:66])[CH2:64]1.[S:71]1[CH:75]=[CH:74][C:73]([CH2:76][OH:77])=[CH:72]1.C(Cl)(=O)C. (5) Given the product [C:1]([O:5][C:6]([N:8]1[CH2:13][CH2:12][CH:11]([N:14]2[CH:18]=[C:17]([NH:19][C:20]3[N:25]=[C:24]([NH:26][C:27]4[CH:32]=[CH:31][C:30]([O:33][CH3:34])=[CH:29][CH:28]=4)[C:23]([NH2:35])=[CH:22][N:21]=3)[CH:16]=[N:15]2)[CH2:10][CH2:9]1)=[O:7])([CH3:4])([CH3:3])[CH3:2], predict the reactants needed to synthesize it. The reactants are: [C:1]([O:5][C:6]([N:8]1[CH2:13][CH2:12][CH:11]([N:14]2[CH:18]=[C:17]([NH:19][C:20]3[N:25]=[C:24]([NH:26][C:27]4[CH:32]=[CH:31][C:30]([O:33][CH3:34])=[CH:29][CH:28]=4)[C:23]([N+:35]([O-])=O)=[CH:22][N:21]=3)[CH:16]=[N:15]2)[CH2:10][CH2:9]1)=[O:7])([CH3:4])([CH3:3])[CH3:2]. (6) Given the product [CH3:12][N+:11]([CH2:10][C@H:5]([OH:4])[CH2:6][C:7]([OH:9])=[O:8])([CH3:13])[CH3:14].[CH:16](/[C:15]([O-:22])=[O:21])=[CH:17]\[C:18]([O-:20])=[O:19], predict the reactants needed to synthesize it. The reactants are: CC([O:4][C@@H:5]([CH2:10][N+:11]([CH3:14])([CH3:13])[CH3:12])[CH2:6][C:7]([O-:9])=[O:8])=O.[C:15]([OH:22])(=[O:21])/[CH:16]=[CH:17]/[C:18]([OH:20])=[O:19].